From a dataset of Reaction yield outcomes from USPTO patents with 853,638 reactions. Predict the reaction yield, written as a fraction of the theoretical maximum amount of product (1.0 means a 100% yield; for example, 0.34 means a 34% yield). (1) The reactants are [Br:1][C:2]1[CH:24]=[CH:23][C:5]([O:6][CH2:7][CH2:8][CH2:9][N:10]2[CH2:15][CH2:14][N:13](C(OC(C)(C)C)=O)[CH2:12][CH2:11]2)=[CH:4][CH:3]=1.Cl.C(OCC)(=O)C. The catalyst is C(OCC)(=O)C. The product is [Br:1][C:2]1[CH:3]=[CH:4][C:5]([O:6][CH2:7][CH2:8][CH2:9][N:10]2[CH2:11][CH2:12][NH:13][CH2:14][CH2:15]2)=[CH:23][CH:24]=1. The yield is 1.00. (2) The reactants are [C:1]([O:4][CH2:5][C:6]1[C:7]([S:22]([CH3:25])(=[O:24])=[O:23])=[CH:8][C:9]2[N:13]3[CH2:14][CH2:15][NH:16][C@H:17]([CH:18]([CH3:20])[CH3:19])[C:12]3=[N:11][C:10]=2[CH:21]=1)(=[O:3])[CH3:2].Cl[C:27]1[N:32]=[C:31]([C:33]([F:36])([F:35])[F:34])[C:30]([C:37]([O:39][CH2:40][CH3:41])=[O:38])=[CH:29][N:28]=1.CCN(C(C)C)C(C)C.CCOC(C)=O. The catalyst is C(Cl)Cl.CC(O)C. The product is [C:1]([O:4][CH2:5][C:6]1[C:7]([S:22]([CH3:25])(=[O:23])=[O:24])=[CH:8][C:9]2[N:13]3[CH2:14][CH2:15][N:16]([C:27]4[N:32]=[C:31]([C:33]([F:35])([F:36])[F:34])[C:30]([C:37]([O:39][CH2:40][CH3:41])=[O:38])=[CH:29][N:28]=4)[C@H:17]([CH:18]([CH3:19])[CH3:20])[C:12]3=[N:11][C:10]=2[CH:21]=1)(=[O:3])[CH3:2]. The yield is 0.870. (3) The reactants are [CH2:1]([O:3][C:4](=[O:16])[C:5](=O)/[CH:6]=[C:7](\O)/[C:8]1[CH:13]=[CH:12][CH:11]=[CH:10][N:9]=1)[CH3:2].[CH3:17][NH:18][NH2:19].C(Cl)Cl.CO. The catalyst is CCO. The product is [CH2:1]([O:3][C:4]([C:5]1[CH:6]=[C:7]([C:8]2[CH:13]=[CH:12][CH:11]=[CH:10][N:9]=2)[N:18]([CH3:17])[N:19]=1)=[O:16])[CH3:2]. The yield is 0.590. (4) The product is [Cl:30][C:31]1[CH:36]=[CH:35][C:34]([F:37])=[CH:33][C:32]=1[N:16]1[C:17]([CH:19]([OH:21])[CH3:20])=[N:18][C:14]([CH2:13][N:11]2[C:10](=[O:22])[N:9]([CH2:23][C@H:24]([OH:29])[C:25]([F:26])([F:28])[F:27])[C:8]([C:5]3[CH:4]=[CH:3][C:2]([Cl:1])=[CH:7][CH:6]=3)=[N:12]2)=[N:15]1. The yield is 0.980. The reactants are [Cl:1][C:2]1[CH:7]=[CH:6][C:5]([C:8]2[N:9]([CH2:23][C@H:24]([OH:29])[C:25]([F:28])([F:27])[F:26])[C:10](=[O:22])[N:11]([CH2:13][C:14]3[N:18]=[C:17]([CH:19]([OH:21])[CH3:20])[NH:16][N:15]=3)[N:12]=2)=[CH:4][CH:3]=1.[Cl:30][C:31]1[CH:36]=[CH:35][C:34]([F:37])=[CH:33][C:32]=1B(O)O.B(O)O. The catalyst is N1C=CC=CC=1.C([O-])(=O)C.[Cu+2].C([O-])(=O)C. (5) The yield is 0.550. No catalyst specified. The reactants are C(O[C:6]([N:8]1[CH2:13][C@@H:12]2[CH2:14][C@H:9]1[CH2:10][N:11]2[C:15]1[C:16]2[N:25]=[C:24]([C:26]3[CH:31]=[CH:30][C:29]([F:32])=[CH:28][CH:27]=3)[CH:23]=[CH:22][C:17]=2[N:18]=[C:19]([NH2:21])[N:20]=1)=[O:7])(C)(C)C.[Cl:33][C:34]1[CH:44]=[CH:43][C:37]([O:38][CH2:39]C(Cl)=O)=[CH:36][CH:35]=1. The product is [NH2:21][C:19]1[N:20]=[C:15]([N:11]2[CH2:10][C@@H:9]3[CH2:14][C@H:12]2[CH2:13][N:8]3[C:6](=[O:7])[CH2:39][O:38][C:37]2[CH:43]=[CH:44][C:34]([Cl:33])=[CH:35][CH:36]=2)[C:16]2[N:25]=[C:24]([C:26]3[CH:31]=[CH:30][C:29]([F:32])=[CH:28][CH:27]=3)[CH:23]=[CH:22][C:17]=2[N:18]=1. (6) The reactants are [N+:1]([C:4]1[CH:5]=[C:6]([CH:16]=[CH:17][CH:18]=1)[CH2:7][S:8][C:9]1[CH:15]=[CH:14][CH:13]=[CH:12][C:10]=1[NH2:11])([O-:3])=[O:2].[O:19]1[C:23]2[CH:24]=[CH:25][CH:26]=[CH:27][C:22]=2[CH:21]=[C:20]1[S:28](Cl)(=[O:30])=[O:29]. The catalyst is N1C=CC=CC=1. The product is [N+:1]([C:4]1[CH:5]=[C:6]([CH:16]=[CH:17][CH:18]=1)[CH2:7][S:8][C:9]1[CH:15]=[CH:14][CH:13]=[CH:12][C:10]=1[NH:11][S:28]([C:20]1[O:19][C:23]2[CH:24]=[CH:25][CH:26]=[CH:27][C:22]=2[CH:21]=1)(=[O:29])=[O:30])([O-:3])=[O:2]. The yield is 0.410. (7) The reactants are [Cl:1][C:2]1[CH:10]=[C:9]2[C:5]([C:6]([C:11]([O:13][CH3:14])=[O:12])=[CH:7][NH:8]2)=[CH:4][C:3]=1B1OCC(C)(C)CO1.Br[C:24]1[CH:40]=[CH:39][C:27]([O:28][CH2:29][CH2:30][CH2:31][N:32]2[CH2:37][CH2:36][N:35]([CH3:38])[CH2:34][CH2:33]2)=[CH:26][CH:25]=1.C(=O)([O-])[O-].[K+].[K+].C(OCC)(=O)C. The catalyst is C1(C)C=CC=CC=1.C(O)C.C1C=CC(P(C2C=CC=CC=2)[C-]2C=CC=C2)=CC=1.C1C=CC(P(C2C=CC=CC=2)[C-]2C=CC=C2)=CC=1.Cl[Pd]Cl.[Fe+2]. The product is [Cl:1][C:2]1[CH:10]=[C:9]2[C:5]([C:6]([C:11]([O:13][CH3:14])=[O:12])=[CH:7][NH:8]2)=[CH:4][C:3]=1[C:24]1[CH:40]=[CH:39][C:27]([O:28][CH2:29][CH2:30][CH2:31][N:32]2[CH2:33][CH2:34][N:35]([CH3:38])[CH2:36][CH2:37]2)=[CH:26][CH:25]=1. The yield is 0.750. (8) The reactants are CN(C(ON1N=NC2C=CC=NC1=2)=[N+](C)C)C.F[P-](F)(F)(F)(F)F.Cl.[NH:26]1[CH2:29][CH:28]([OH:30])[CH2:27]1.[C:31]([O:35][C:36]([NH:38][C@@:39]([CH3:46])([CH:43]([CH3:45])[CH3:44])[C:40](O)=[O:41])=[O:37])([CH3:34])([CH3:33])[CH3:32].CCN(C(C)C)C(C)C. The catalyst is CN(C=O)C. The product is [OH:30][CH:28]1[CH2:29][N:26]([C:40](=[O:41])[C@:39]([NH:38][C:36](=[O:37])[O:35][C:31]([CH3:34])([CH3:33])[CH3:32])([CH3:46])[CH:43]([CH3:44])[CH3:45])[CH2:27]1. The yield is 0.930. (9) The reactants are [Cl:1][C:2]1[C:3]([N:16]2[CH2:21][CH2:20][CH2:19][C@@H:18]([N:22](C)[C:23](=O)OC(C)(C)C)[CH2:17]2)=[C:4]2[C:10]([NH:11][C:12](=[O:15])[CH2:13][CH3:14])=[CH:9][NH:8][C:5]2=[N:6][CH:7]=1.C(O)(C(F)(F)F)=O. The catalyst is C(Cl)Cl. The product is [ClH:1].[Cl:1][C:2]1[C:3]([N:16]2[CH2:21][CH2:20][CH2:19][C@@H:18]([NH:22][CH3:23])[CH2:17]2)=[C:4]2[C:10]([NH:11][C:12](=[O:15])[CH2:13][CH3:14])=[CH:9][NH:8][C:5]2=[N:6][CH:7]=1. The yield is 0.890. (10) The reactants are [NH2:1][C@H:2]([C:10]([OH:12])=[O:11])[CH2:3][CH2:4][CH2:5][NH:6][C:7](=[NH:9])[NH2:8].[C:13](Cl)(=[O:25])[CH2:14][CH2:15][CH2:16][CH2:17][CH2:18][CH2:19][CH2:20][CH2:21][CH2:22][CH2:23][CH3:24].[OH-].[Na+].S(=O)(=O)(O)O. The catalyst is O.C(O)(C)(C)C. The product is [C:13]([NH:1][C@H:2]([C:10]([OH:12])=[O:11])[CH2:3][CH2:4][CH2:5][NH:6][C:7](=[NH:8])[NH2:9])(=[O:25])[CH2:14][CH2:15][CH2:16][CH2:17][CH2:18][CH2:19][CH2:20][CH2:21][CH2:22][CH2:23][CH3:24]. The yield is 0.900.